From a dataset of Catalyst prediction with 721,799 reactions and 888 catalyst types from USPTO. Predict which catalyst facilitates the given reaction. (1) Reactant: [CH3:1][Si](C=[N+]=[N-])(C)C.[Cl:8][C:9]1[S:13][C:12]([S:14]([NH:17][C@H:18]([C:24]([OH:26])=[O:25])[CH:19]([CH2:22][CH3:23])[CH2:20][CH3:21])(=[O:16])=[O:15])=[CH:11][CH:10]=1. Product: [CH3:1][O:25][C:24](=[O:26])[C@H:18]([CH:19]([CH2:20][CH3:21])[CH2:22][CH3:23])[NH:17][S:14]([C:12]1[S:13][C:9]([Cl:8])=[CH:10][CH:11]=1)(=[O:15])=[O:16]. The catalyst class is: 36. (2) Reactant: C(N(CC)CC)C.[C:8](Cl)(=[O:10])[CH3:9].[Br:12][C:13]1[CH:21]=[CH:20][C:16]([CH2:17][NH:18][CH3:19])=[CH:15][CH:14]=1. Product: [Br:12][C:13]1[CH:21]=[CH:20][C:16]([CH2:17][N:18]([CH3:19])[C:8](=[O:10])[CH3:9])=[CH:15][CH:14]=1. The catalyst class is: 4. (3) Reactant: [N+](C1C=CC=CC=1S([NH:13][CH:14]([C:16]1[O:17][C:18]([C:21]([N:23]2[CH2:27][C@@H:26]([C:28]3[CH:33]=[CH:32][CH:31]=[CH:30][CH:29]=3)[CH2:25][C@H:24]2[CH2:34][N:35]2[CH2:39][CH2:38][C@H:37]([C:40]3[CH:45]=[CH:44][CH:43]=[CH:42][CH:41]=3)[CH2:36]2)=[O:22])=[CH:19][CH:20]=1)[CH3:15])(=O)=O)([O-])=O.SC1C=CC(OC)=CC=1.C(=O)([O-])[O-].[Cs+].[Cs+]. Product: [NH2:13][CH:14]([C:16]1[O:17][C:18]([C:21]([N:23]2[CH2:27][C@@H:26]([C:28]3[CH:33]=[CH:32][CH:31]=[CH:30][CH:29]=3)[CH2:25][C@H:24]2[CH2:34][N:35]2[CH2:39][CH2:38][C@H:37]([C:40]3[CH:41]=[CH:42][CH:43]=[CH:44][CH:45]=3)[CH2:36]2)=[O:22])=[CH:19][CH:20]=1)[CH3:15]. The catalyst class is: 7. (4) Reactant: [C-:1]#[N:2].[K+].[F:4][C:5]1[CH:12]=[C:11]([O:13][CH3:14])[CH:10]=[C:9]([F:15])[C:6]=1[CH2:7]Br.C([O-])(O)=O.[Na+]. Product: [F:4][C:5]1[CH:12]=[C:11]([O:13][CH3:14])[CH:10]=[C:9]([F:15])[C:6]=1[CH2:7][C:1]#[N:2]. The catalyst class is: 145. (5) Reactant: [C:1]([C:5]1[CH:10]=[CH:9][C:8]([C@H:11]2[CH2:16][C@H:15]([C:17](=[O:24])[CH2:18][C:19](OCC)=[O:20])[CH2:14][CH2:13][N:12]2[C:25]([O:27][CH3:28])=[O:26])=[CH:7][CH:6]=1)([CH3:4])([CH3:3])[CH3:2].[OH-].[Na+].[NH2:31]O.Cl. Product: [C:1]([C:5]1[CH:10]=[CH:9][C:8]([C@H:11]2[CH2:16][C@H:15]([C:17]3[O:24][NH:31][C:19](=[O:20])[CH:18]=3)[CH2:14][CH2:13][N:12]2[C:25]([O:27][CH3:28])=[O:26])=[CH:7][CH:6]=1)([CH3:4])([CH3:3])[CH3:2]. The catalyst class is: 24. (6) Reactant: Cl.[NH2:2][CH2:3][CH2:4][NH:5][C:6](=[O:15])[O:7][CH2:8][C:9]1[CH:14]=[CH:13][CH:12]=[CH:11][CH:10]=1.[CH:16]([N:19]([CH:30]([CH3:32])[CH3:31])[CH2:20][CH2:21][NH:22][C:23](N1C=CN=C1)=[O:24])([CH3:18])[CH3:17].C(N(CC)CC)C. Product: [CH:30]([N:19]([CH:16]([CH3:18])[CH3:17])[CH2:20][CH2:21][NH:22][C:23]([NH:2][CH2:3][CH2:4][NH:5][C:6](=[O:15])[O:7][CH2:8][C:9]1[CH:10]=[CH:11][CH:12]=[CH:13][CH:14]=1)=[O:24])([CH3:32])[CH3:31]. The catalyst class is: 4. (7) Reactant: C(OC([N:8]1[CH2:13][CH2:12][CH2:11][CH2:10][CH:9]1[C:14](=[O:35])[NH:15][CH:16]([CH2:26][CH2:27][CH2:28][C:29]1[CH:34]=[CH:33][CH:32]=[CH:31][CH:30]=1)[CH2:17][CH2:18][CH2:19][C:20]1[CH:25]=[CH:24][CH:23]=[CH:22][CH:21]=1)=O)(C)(C)C.FC(F)(F)C(O)=O. Product: [C:20]1([CH2:19][CH2:18][CH2:17][CH:16]([NH:15][C:14]([CH:9]2[CH2:10][CH2:11][CH2:12][CH2:13][NH:8]2)=[O:35])[CH2:26][CH2:27][CH2:28][C:29]2[CH:34]=[CH:33][CH:32]=[CH:31][CH:30]=2)[CH:21]=[CH:22][CH:23]=[CH:24][CH:25]=1. The catalyst class is: 2.